From a dataset of Full USPTO retrosynthesis dataset with 1.9M reactions from patents (1976-2016). Predict the reactants needed to synthesize the given product. (1) Given the product [Br:19][C:14]1[CH:13]=[C:12]2[C:17]([CH:18]=[C:36]([N:34]([CH3:33])[CH3:35])[C:10]([C:20]([O:6][CH3:7])=[O:21])=[CH:11]2)=[CH:16][CH:15]=1, predict the reactants needed to synthesize it. The reactants are: S([O:6][CH3:7])(OC)(=O)=O.NC1[C:10]([C:20](O)=[O:21])=[CH:11][C:12]2[C:17]([CH:18]=1)=[CH:16][CH:15]=[C:14]([Br:19])[CH:13]=2.C(=O)([O-])[O-].[K+].[K+].IC.[H-].[Na+].[CH3:33][N:34]([CH:36]=O)[CH3:35]. (2) Given the product [CH3:12][C:13]1[CH:18]=[C:17]([CH3:19])[CH:16]=[CH:15][C:14]=1[S:20][C:4]1[CH:11]=[CH:10][CH:9]=[CH:8][C:5]=1[CH:6]=[O:7], predict the reactants needed to synthesize it. The reactants are: [N+]([C:4]1[CH:11]=[CH:10][CH:9]=[CH:8][C:5]=1[CH:6]=[O:7])([O-])=O.[CH3:12][C:13]1[CH:18]=[C:17]([CH3:19])[CH:16]=[CH:15][C:14]=1[SH:20].C([O-])([O-])=O.[K+].[K+].O. (3) Given the product [CH3:10][C:8]1[CH:7]=[C:6]([CH2:11][C:12]([NH:14][C@@H:15]([CH2:20][C:21]2[C:29]3[C:24](=[CH:25][CH:26]=[CH:27][CH:28]=3)[NH:23][CH:22]=2)[C:16]([OH:18])=[O:17])=[O:13])[CH:5]=[C:4]([CH3:3])[CH:9]=1, predict the reactants needed to synthesize it. The reactants are: [Li+].[OH-].[CH3:3][C:4]1[CH:5]=[C:6]([CH2:11][C:12]([NH:14][C@@H:15]([CH2:20][C:21]2[C:29]3[C:24](=[CH:25][CH:26]=[CH:27][CH:28]=3)[NH:23][CH:22]=2)[C:16]([O:18]C)=[O:17])=[O:13])[CH:7]=[C:8]([CH3:10])[CH:9]=1.O.